Dataset: Antibody developability classification from SAbDab with 2,409 antibodies. Task: Regression/Classification. Given an antibody's heavy chain and light chain sequences, predict its developability. TAP uses regression for 5 developability metrics; SAbDab uses binary classification. (1) The antibody is ['EVQVVESGGGVVQPGRSLRLSCTASGFTFSNFAMGWVRQAPGKGLEWVAFISSDGSNKNYGDSVKGRFTISRDNSKNTVFLQMNSLRVEDTALYYCAKDVGDYKSDEWGT', 'QSVLTQPPSVSAAPGQKVTISCSGSSSTIGNNYVSWYRLLPGTAPKLLIYKNDNRPSGIPDRFSGSKSGTSATLGISGLQTGDEADYYCGTWDTSLSGGGVFGTGTKVTVL']. Result: 0 (not developable). (2) The antibody is ['QVQLVQSGAEVKKPGASVKVSCKAGFNIKDVYMSWVRQAPEQGLEWMGRIDPENGDTKYDPKLQGRVTMTADTSTNTAYMELRSLRSDDTAVYYCARGWEGFAYWGQGTLVTVSS', 'DIVMTQSPASLAVSLGQRATISCRASENVDKYGNSFMHWYQQKPGQPPKLLIYRASELQWGVPDRFSGSGSGTDFTLTISSLQAEDVAVYYCQRSNEVPWTFGQGTKLEIK']. Result: 0 (not developable). (3) The antibody is ['2r2e', 'PROT_3C89CF21']. Result: 1 (developable). (4) The antibody is ['EVQLVESGGGLVQPGGSLRLSCAASGFNIKDTYIHWVRQAPGKGLEWVARIYPTNGYTRYADSVKGRFTISADTSKNTAYLQMNSLRAEDTAVYYCSRWGGDGFYAMDYWGQGTLVTVSS', 'PROT_632230E6']. Result: 0 (not developable). (5) The antibody is ['4kkl', 'PROT_46A007BA']. Result: 0 (not developable). (6) The antibody is ['2atk', 'PROT_7E7F8549']. Result: 0 (not developable). (7) The antibody is ['EVKLQESGGGLVQPGHSLRLSCATSGFTFTDYYMSWVRQPPGKALEWLGLIRNKANGYTKEYSASVKGRFTISRDNSQSILYLQMNALRAEDSATYYCVRDKGSYGNYEAWFAYWGQGTTVTVSS', 'DIELTQSPAIMAASPGEKVTITCSATSGVNYMHWFQQKPGTSPKLWIYSTSNLASAVPARFSGSGSGTSYSLTISRMEAEDAATYYCQQRSTYPFTFGGGTKLELK']. Result: 1 (developable). (8) The antibody is ['QVTLKESGGGLVKPGGSLRLSCAASGFTFSSYSMNWVRQAPGKGLEWVSSISSSSSYIYYADSVKGRFTISRDNAKNSLYLQMNSLRAEDTAVYYCARQVGATWAFDIWGQGTLVTVSA', 'QSVLTQPPSASGTPGQRVTISCSGSSSNIGSNTVNWYQQLPGTAPKLLIYSNNQRPSGVPDRFSGSKSGTSASLAISGLQSEDEADYYCAAWDDSLNAWVFGGGTKLTVL']. Result: 0 (not developable). (9) The antibody is ['EVQLVQSGTQMKEPGASVTISCVTSGYEFVEILINWVRQVPGRGLEWMGWMNPRGGGVNYARQFQGKVTMTRDVYRDTAYLTLSGLTSGDTAKYFCVRGRSCCGGRRHCNGADCFNWDFQHWGQGTLVIVSP', 'YIGVTQSPAILSVSLGERVTLSCKTSQAITPRHLVWHRQKGGQAPSLVMTGTSERASGIPDRFIGSGSGTDFTLTITRLEAEDFAVYYCQCLEAFGQGTKLEIK']. Result: 0 (not developable). (10) The antibody is ['VLLQQSGPELVKPGASVKIPCKASGYTFTDYNMDWVKQSHGKSLEWIGDINPNNGGTIYNQKFKGKATLTVDKSSSAAYMEVRSLTSEDTAVYYCARKPYYGNFAWFAYWGQGTLVTVSA', 'IQVTQSSSSFSVSLGDRVTITCKASEDIYNRLAWYQQKPGNAPRLLISGATSLETGVPDRFSGSGSRKDYTLIITSLQTEDVATYYCQQYWSTPLTFGAGTKLELK']. Result: 0 (not developable).